Dataset: Catalyst prediction with 721,799 reactions and 888 catalyst types from USPTO. Task: Predict which catalyst facilitates the given reaction. Reactant: C[C:2]1([C:11](O)=O)[CH2:10][C:9]2[C:4](=[CH:5][CH:6]=[CH:7][CH:8]=2)[CH2:3]1.C([N:16]([CH2:19]C)CC)C.C1(P(N=[N+]=[N-])(C2C=CC=CC=2)=[O:28])C=CC=CC=1.[CH2:38]([OH:45])[C:39]1[CH:44]=[CH:43][CH:42]=[CH:41][CH:40]=1.Cl. Product: [CH3:11][C:2]1([NH:16][C:19](=[O:28])[O:45][CH2:38][C:39]2[CH:44]=[CH:43][CH:42]=[CH:41][CH:40]=2)[CH2:3][C:4]2[C:9](=[CH:8][CH:7]=[CH:6][CH:5]=2)[CH2:10]1. The catalyst class is: 48.